This data is from Full USPTO retrosynthesis dataset with 1.9M reactions from patents (1976-2016). The task is: Predict the reactants needed to synthesize the given product. (1) Given the product [Br:1][C:2]1[CH:7]=[C:6]([S:8]([CH3:11])(=[O:10])=[O:9])[CH:5]=[CH:4][C:3]=1[NH:19][CH:13]1[CH2:18][CH2:17][CH2:16][CH2:15][CH2:14]1, predict the reactants needed to synthesize it. The reactants are: [Br:1][C:2]1[CH:7]=[C:6]([S:8]([CH3:11])(=[O:10])=[O:9])[CH:5]=[CH:4][C:3]=1F.[CH:13]1([NH2:19])[CH2:18][CH2:17][CH2:16][CH2:15][CH2:14]1. (2) Given the product [Br:1][C:2]1[CH:7]=[CH:6][C:5]([CH2:8][Br:35])=[C:4]([O:10][C:11]([F:14])([F:13])[F:12])[CH:3]=1, predict the reactants needed to synthesize it. The reactants are: [Br:1][C:2]1[CH:7]=[CH:6][C:5]([CH2:8]O)=[C:4]([O:10][C:11]([F:14])([F:13])[F:12])[CH:3]=1.C1(P(C2C=CC=CC=2)C2C=CC=CC=2)C=CC=CC=1.C(Br)(Br)(Br)[Br:35].